Dataset: Forward reaction prediction with 1.9M reactions from USPTO patents (1976-2016). Task: Predict the product of the given reaction. (1) Given the reactants [Cl-].[Al+3].[Cl-].[Cl-].[C:5](Cl)(=[O:7])[CH3:6].[F:9][C:10]1[CH:15]=[C:14]([O:16][CH3:17])[CH:13]=[C:12]([F:18])[CH:11]=1.C([O-])(O)=O.[Na+], predict the reaction product. The product is: [F:9][C:10]1[CH:15]=[C:14]([O:16][CH3:17])[CH:13]=[C:12]([F:18])[C:11]=1[C:5](=[O:7])[CH3:6]. (2) Given the reactants Cl.O1CCOCC1.[Cl:8][C:9]1[CH:29]=[CH:28][C:12]([CH2:13][C:14]2([F:27])[CH2:19][CH2:18][N:17](C(OC(C)(C)C)=O)[CH2:16][CH2:15]2)=[C:11]([F:30])[CH:10]=1, predict the reaction product. The product is: [ClH:8].[Cl:8][C:9]1[CH:29]=[CH:28][C:12]([CH2:13][C:14]2([F:27])[CH2:15][CH2:16][NH:17][CH2:18][CH2:19]2)=[C:11]([F:30])[CH:10]=1. (3) Given the reactants C(OC([N:8]1[CH2:16][C:15]2[C:10](=[CH:11][C:12]([S:18][CH2:19][CH3:20])=[C:13]([Cl:17])[CH:14]=2)[CH2:9]1)=O)(C)(C)C.Cl, predict the reaction product. The product is: [ClH:17].[Cl:17][C:13]1[CH:14]=[C:15]2[C:10](=[CH:11][C:12]=1[S:18][CH2:19][CH3:20])[CH2:9][NH:8][CH2:16]2. (4) Given the reactants [CH3:1][C:2](N=N[C:8]([C:11]#N)([CH3:10])[CH3:9])([C:4]#[N:5])[CH3:3].[C:13](O)(=[O:15])C.[CH3:17][CH2:18][CH2:19]CCC.C1C[O:26]CC1, predict the reaction product. The product is: [C:4]([C:2](=[CH2:3])[C:1]([O:15][CH3:13])=[O:26])#[N:5].[CH:8]12[CH2:9][CH:18]([CH2:19][CH2:10]1)[CH:17]=[CH:11]2. (5) Given the reactants [F:1][C:2]1[CH:3]=[C:4]([C:8]2[C:16]3[C:11](=[CH:12][CH:13]=[C:14](CC#N)[CH:15]=3)[NH:10][N:9]=2)[CH:5]=[CH:6][CH:7]=1.[C:20]([O:23]CC)(=[O:22])[CH3:21], predict the reaction product. The product is: [F:1][C:2]1[CH:3]=[C:4]([C:8]2[C:16]3[C:11](=[CH:12][CH:13]=[C:14]([CH2:21][C:20]([OH:23])=[O:22])[CH:15]=3)[NH:10][N:9]=2)[CH:5]=[CH:6][CH:7]=1. (6) Given the reactants [NH2:1][C:2]1[CH:10]=[CH:9][C:5]2[N:6]=[CH:7][NH:8][C:4]=2[CH:3]=1.[F:11][C:12]1[CH:19]=[C:18]([O:20][CH2:21][CH2:22][CH3:23])[CH:17]=[CH:16][C:13]=1[CH:14]=O.[Si](C#N)(C)(C)C.[N:30]1([C:35](N2C=CN=C2)=[O:36])C=CN=[CH:31]1, predict the reaction product. The product is: [NH:6]1[C:5]2[CH:9]=[CH:10][C:2]([N:1]3[CH:14]([C:13]4[CH:16]=[CH:17][C:18]([O:20][CH2:21][CH2:22][CH3:23])=[CH:19][C:12]=4[F:11])[CH2:31][NH:30][C:35]3=[O:36])=[CH:3][C:4]=2[N:8]=[CH:7]1. (7) Given the reactants [H-].C([Al+]CC(C)C)C(C)C.C[O:12][C:13](=O)[CH2:14][N:15]([C:20]([O:22][C:23]([CH3:26])([CH3:25])[CH3:24])=[O:21])[C:16]([CH3:19])([CH3:18])[CH3:17].Cl, predict the reaction product. The product is: [CH3:19][C:16]([N:15]([CH2:14][CH:13]=[O:12])[C:20](=[O:21])[O:22][C:23]([CH3:25])([CH3:24])[CH3:26])([CH3:17])[CH3:18].